This data is from Reaction yield outcomes from USPTO patents with 853,638 reactions. The task is: Predict the reaction yield, written as a fraction of the theoretical maximum amount of product (1.0 means a 100% yield; for example, 0.34 means a 34% yield). (1) The reactants are [C:1]([O:4][CH:5]1[C:9]2=[N:10][CH:11]=[C:12]([NH2:28])[C:13]([N:14]3[CH2:19][CH2:18][CH2:17][C@H:16]([NH:20][C:21]([O:23][C:24]([CH3:27])([CH3:26])[CH3:25])=[O:22])[CH2:15]3)=[C:8]2[CH2:7][CH2:6]1)(=[O:3])[CH3:2].[NH2:29][C:30]1[C:31]([C:45](O)=[O:46])=[N:32][C:33]([C:37]2[C:42]([F:43])=[CH:41][CH:40]=[CH:39][C:38]=2[F:44])=[C:34]([F:36])[CH:35]=1.CN(C(ON1N=NC2C=CC=NC1=2)=[N+](C)C)C.F[P-](F)(F)(F)(F)F.CCN(C(C)C)C(C)C. The catalyst is CN(C=O)C. The product is [C:1]([O:4][CH:5]1[C:9]2=[N:10][CH:11]=[C:12]([NH:28][C:45]([C:31]3[C:30]([NH2:29])=[CH:35][C:34]([F:36])=[C:33]([C:37]4[C:38]([F:44])=[CH:39][CH:40]=[CH:41][C:42]=4[F:43])[N:32]=3)=[O:46])[C:13]([N:14]3[CH2:19][CH2:18][CH2:17][C@H:16]([NH:20][C:21]([O:23][C:24]([CH3:27])([CH3:26])[CH3:25])=[O:22])[CH2:15]3)=[C:8]2[CH2:7][CH2:6]1)(=[O:3])[CH3:2]. The yield is 0.410. (2) The reactants are [CH2:1]([NH:7][CH2:8][CH2:9][CH2:10][CH2:11][CH2:12][CH3:13])[CH2:2][CH2:3][CH2:4][CH2:5][CH3:6].[CH2:14]([O:16][C:17]1[C:21](OCC)=[N:20][S:19](=[O:26])(=[O:25])[N:18]=1)[CH3:15]. The catalyst is C(O)C. The product is [CH2:8]([N:7]([C:21]1[C:17]([O:16][CH2:14][CH3:15])=[N:18][S:19](=[O:26])(=[O:25])[N:20]=1)[CH2:1][CH2:2][CH2:3][CH2:4][CH2:5][CH3:6])[CH2:9][CH2:10][CH2:11][CH2:12][CH3:13]. The yield is 0.720. (3) The reactants are O.[NH2:2][NH2:3].F[C:5]1[CH:12]=[CH:11][C:10]([N:13]2[CH2:17][CH2:16][N:15]([C:18]3[CH:19]=[N:20][CH:21]=[CH:22][C:23]=3[CH3:24])[C:14]2=[O:25])=[CH:9][C:6]=1[C:7]#[N:8].CO. The catalyst is C(Cl)(Cl)Cl. The product is [NH2:8][C:7]1[C:6]2[C:5](=[CH:12][CH:11]=[C:10]([N:13]3[CH2:17][CH2:16][N:15]([C:18]4[CH:19]=[N:20][CH:21]=[CH:22][C:23]=4[CH3:24])[C:14]3=[O:25])[CH:9]=2)[NH:3][N:2]=1. The yield is 0.453. (4) The reactants are Cl.[NH:2]([CH2:4][C:5]([O:7][CH2:8][CH3:9])=[O:6])[NH2:3].C([O-])(O)=O.[Na+].[CH3:15][C:16]([CH3:23])([CH3:22])[C:17](=O)[CH2:18][C:19]#[N:20]. The catalyst is CCO. The product is [NH2:20][C:19]1[N:2]([CH2:4][C:5]([O:7][CH2:8][CH3:9])=[O:6])[N:3]=[C:17]([C:16]([CH3:23])([CH3:22])[CH3:15])[CH:18]=1. The yield is 0.820. (5) The reactants are C(OC([N:6]1[C:34]2[C:29](=[CH:30][CH:31]=[C:32]([Cl:35])[CH:33]=2)[C:8]2([CH:13]([C:14]3[CH:19]=[CH:18][CH:17]=[C:16]([Cl:20])[CH:15]=3)[CH2:12][C:11](=[O:21])[NH:10][CH:9]2[C:22]2[CH:27]=[CH:26][CH:25]=[C:24]([F:28])[CH:23]=2)[C:7]1=[O:36])=O)C.[OH-].[Na+]. No catalyst specified. The product is [Cl:35][C:32]1[CH:33]=[C:34]2[NH:6][C:7](=[O:36])[C:8]3([CH:13]([C:14]4[CH:19]=[CH:18][CH:17]=[C:16]([Cl:20])[CH:15]=4)[CH2:12][C:11](=[O:21])[NH:10][CH:9]3[C:22]3[CH:27]=[CH:26][CH:25]=[C:24]([F:28])[CH:23]=3)[C:29]2=[CH:30][CH:31]=1. The yield is 0.500. (6) The reactants are [OH:1][C:2]1[CH:10]=[C:9]([O:11][CH3:12])[CH:8]=[CH:7][C:3]=1[C:4]([OH:6])=O.C(N(C(C)C)CC)(C)C.Cl[C:23](OCC)=[O:24].[F:28][C:29]1[CH:36]=[C:35]([Br:37])[CH:34]=[CH:33][C:30]=1[CH2:31][NH2:32]. The catalyst is O1CCCC1.C(OCC)(=O)C. The product is [Br:37][C:35]1[CH:34]=[CH:33][C:30]([CH2:31][N:32]2[C:4](=[O:6])[C:3]3[CH:7]=[CH:8][C:9]([O:11][CH3:12])=[CH:10][C:2]=3[O:1][C:23]2=[O:24])=[C:29]([F:28])[CH:36]=1. The yield is 0.360. (7) The reactants are Cl.Cl.[NH2:3][C@H:4]1[CH:9]2[CH2:10][CH2:11][N:6]([CH2:7][CH2:8]2)[CH2:5]1.O=[CH:13][CH2:14][C:15]1[C:23]2[C:22]([C:24]([O:26][CH3:27])=[O:25])=[CH:21][CH:20]=[CH:19][C:18]=2[N:17]([S:28]([C:31]2[CH:36]=[CH:35][CH:34]=[CH:33][CH:32]=2)(=[O:30])=[O:29])[CH:16]=1.C(O[BH-](OC(=O)C)OC(=O)C)(=O)C.[Na+]. The catalyst is C(O)(=O)C.ClCCl. The product is [C:31]1([S:28]([N:17]2[C:18]3[CH:19]=[CH:20][CH:21]=[C:22]([C:24]([O:26][CH3:27])=[O:25])[C:23]=3[C:15]([CH2:14][CH2:13][NH:3][C@H:4]3[CH:9]4[CH2:10][CH2:11][N:6]([CH2:7][CH2:8]4)[CH2:5]3)=[CH:16]2)(=[O:29])=[O:30])[CH:32]=[CH:33][CH:34]=[CH:35][CH:36]=1. The yield is 0.400. (8) The reactants are [CH3:1][C:2]([CH3:36])([CH3:35])[C:3](=[O:34])[CH2:4][O:5][C:6]1[CH:11]=[CH:10][C:9]([C:12]([C:17]2[CH:32]=[CH:31][C:20]3[S:21][C:22]([C:24]([NH:26][CH2:27][C:28]([OH:30])=[O:29])=[O:25])=[CH:23][C:19]=3[CH:18]=2)([CH2:15][CH3:16])[CH2:13][CH3:14])=[CH:8][C:7]=1[CH3:33].[BH4-].[Na+]. No catalyst specified. The product is [CH2:13]([C:12]([C:17]1[CH:32]=[CH:31][C:20]2[S:21][C:22]([C:24]([NH:26][CH2:27][C:28]([OH:30])=[O:29])=[O:25])=[CH:23][C:19]=2[CH:18]=1)([C:9]1[CH:10]=[CH:11][C:6]([O:5][CH2:4][CH:3]([OH:34])[C:2]([CH3:35])([CH3:36])[CH3:1])=[C:7]([CH3:33])[CH:8]=1)[CH2:15][CH3:16])[CH3:14]. The yield is 0.810.